This data is from Forward reaction prediction with 1.9M reactions from USPTO patents (1976-2016). The task is: Predict the product of the given reaction. (1) Given the reactants [N:1]1[CH:6]=[CH:5][CH:4]=[CH:3][C:2]=1[C:7]1[C:11]([C:12]([F:15])([F:14])[F:13])=[C:10]([C:16]([OH:18])=O)[O:9][N:8]=1.CN(C=O)C.C(Cl)(=O)C(Cl)=O.[OH:30][CH:31]([C:45]1[CH:50]=[CH:49][C:48](/[C:51](=[N:53]/O)/[NH2:52])=[CH:47][CH:46]=1)[CH2:32][N:33]1[CH2:38][CH2:37][CH2:36][C@H:35]([CH2:39][C:40]([O:42][CH2:43][CH3:44])=[O:41])[CH2:34]1, predict the reaction product. The product is: [OH:30][CH:31]([C:45]1[CH:50]=[CH:49][C:48]([C:51]2[N:53]=[C:16]([C:10]3[O:9][N:8]=[C:7]([C:2]4[CH:3]=[CH:4][CH:5]=[CH:6][N:1]=4)[C:11]=3[C:12]([F:13])([F:14])[F:15])[O:18][N:52]=2)=[CH:47][CH:46]=1)[CH2:32][N:33]1[CH2:38][CH2:37][CH2:36][C@H:35]([CH2:39][C:40]([O:42][CH2:43][CH3:44])=[O:41])[CH2:34]1. (2) Given the reactants Br[C:2]1[CH:3]=[C:4]([N:8]2[CH2:16][CH:15]3[CH2:17][N:11]4[CH2:12][CH:13]([CH2:18][CH:9]2[CH2:10]4)[CH2:14]3)[CH:5]=[N:6][CH:7]=1.[CH2:19]([O:21][C:22]1[CH:27]=[CH:26][CH:25]=[CH:24][C:23]=1B(O)O)[CH3:20], predict the reaction product. The product is: [CH2:19]([O:21][C:22]1[CH:27]=[CH:26][CH:25]=[CH:24][C:23]=1[C:2]1[CH:3]=[C:4]([N:8]2[CH2:16][CH:15]3[CH2:17][N:11]4[CH2:12][CH:13]([CH2:18][CH:9]2[CH2:10]4)[CH2:14]3)[CH:5]=[N:6][CH:7]=1)[CH3:20].